From a dataset of Forward reaction prediction with 1.9M reactions from USPTO patents (1976-2016). Predict the product of the given reaction. (1) The product is: [C:21]([CH:3]1[CH:4]([C:8]2[CH:9]=[CH:10][CH:11]=[CH:12][CH:13]=2)[NH:5][CH2:6][CH2:7][N:2]1[CH3:1])(=[O:25])[CH2:22][CH2:23][CH3:24]. Given the reactants [CH3:1][N:2]1[CH2:7][CH2:6][NH:5][CH:4]([C:8]2[CH:13]=[CH:12][CH:11]=[CH:10][CH:9]=2)[CH2:3]1.C(N(CC)CC)C.[C:21](Cl)(=[O:25])[CH2:22][CH2:23][CH3:24], predict the reaction product. (2) Given the reactants [F:1][C:2]([F:26])([F:25])[C:3]1[N:7]2[N:8]=[C:9]([N:12]3[CH2:17][CH2:16][N:15]([C:18]([O:20][C:21]([CH3:24])([CH3:23])[CH3:22])=[O:19])[CH2:14][CH2:13]3)[CH:10]=[CH:11][C:6]2=[N:5][N:4]=1, predict the reaction product. The product is: [F:26][C:2]([F:1])([F:25])[C:3]1[N:7]2[N:8]=[C:9]([N:12]3[CH2:17][CH2:16][N:15]([C:18]([O:20][C:21]([CH3:22])([CH3:24])[CH3:23])=[O:19])[CH2:14][CH2:13]3)[CH2:10][CH2:11][C:6]2=[N:5][N:4]=1. (3) Given the reactants C(OC([NH:8][C@@H:9]([CH2:25][CH2:26][CH2:27][NH:28][C:29]([O:31][CH2:32][C:33]1[CH:38]=[CH:37][CH:36]=[CH:35][C:34]=1[Cl:39])=[O:30])[C:10]([NH:12][C:13]1[CH:18]=[CH:17][CH:16]=[CH:15][C:14]=1[CH2:19][CH2:20][C:21]([O:23][CH3:24])=[O:22])=[O:11])=O)(C)(C)C.Cl, predict the reaction product. The product is: [ClH:39].[NH2:8][C@@H:9]([CH2:25][CH2:26][CH2:27][NH:28][C:29]([O:31][CH2:32][C:33]1[CH:38]=[CH:37][CH:36]=[CH:35][C:34]=1[Cl:39])=[O:30])[C:10]([NH:12][C:13]1[CH:18]=[CH:17][CH:16]=[CH:15][C:14]=1[CH2:19][CH2:20][C:21]([O:23][CH3:24])=[O:22])=[O:11]. (4) Given the reactants [C:1]1([S:7]([C:10]2[CH:15]=[CH:14][C:13]([C:16](=O)[CH2:17][C:18]([O:20]C)=O)=[CH:12][CH:11]=2)(=[O:9])=[O:8])[CH:6]=[CH:5][CH:4]=[CH:3][CH:2]=1.S(O)(O)(=O)=O.[CH3:28][NH:29][NH2:30].C(N(CC)CC)C.Cl, predict the reaction product. The product is: [C:1]1([S:7]([C:10]2[CH:15]=[CH:14][C:13]([C:16]3[CH:17]=[C:18]([OH:20])[N:29]([CH3:28])[N:30]=3)=[CH:12][CH:11]=2)(=[O:9])=[O:8])[CH:6]=[CH:5][CH:4]=[CH:3][CH:2]=1. (5) Given the reactants O=S(Cl)Cl.[NH2:5][C:6]1[CH:11]=[CH:10][C:9]([CH2:12][CH2:13][C:14]([OH:16])=[O:15])=[CH:8][CH:7]=1.[CH3:17]O, predict the reaction product. The product is: [CH3:17][O:15][C:14](=[O:16])[CH2:13][CH2:12][C:9]1[CH:8]=[CH:7][C:6]([NH2:5])=[CH:11][CH:10]=1. (6) Given the reactants Cl.[NH2:2][C:3]1([C:14]#[N:15])[CH2:8][CH2:7][N:6]([CH2:9][C:10]([F:13])([F:12])[F:11])[CH2:5][CH2:4]1.[Cl:16][C:17]1[CH:44]=[CH:43][CH:42]=[CH:41][C:18]=1[C:19]1[CH:24]=[CH:23][C:22]([C:25]([NH:27][C@@H:28]([CH2:32][C:33]2[C:38]([F:39])=[CH:37][CH:36]=[CH:35][C:34]=2[F:40])[C:29](O)=[O:30])=[O:26])=[CH:21][CH:20]=1, predict the reaction product. The product is: [C:14]([C:3]1([NH:2][C:29]([C@@H:28]([NH:27][C:25]([C:22]2[CH:23]=[CH:24][C:19]([C:18]3[CH:41]=[CH:42][CH:43]=[CH:44][C:17]=3[Cl:16])=[CH:20][CH:21]=2)=[O:26])[CH2:32][C:33]2[C:38]([F:39])=[CH:37][CH:36]=[CH:35][C:34]=2[F:40])=[O:30])[CH2:4][CH2:5][N:6]([CH2:9][C:10]([F:11])([F:12])[F:13])[CH2:7][CH2:8]1)#[N:15]. (7) Given the reactants Cl[C:2]1[N:3]=[N:4][CH:5]=[C:6]([Cl:8])[CH:7]=1.C(=O)([O-])[O-].[Cs+].[Cs+].[CH3:15][C:16]1[N:20]=[C:19]([CH3:21])[NH:18][N:17]=1, predict the reaction product. The product is: [Cl:8][C:6]1[CH:7]=[C:2]([N:17]2[C:16]([CH3:15])=[N:20][C:19]([CH3:21])=[N:18]2)[N:3]=[N:4][CH:5]=1. (8) The product is: [NH:10]1[C:11]2[C:16](=[CH:15][CH:14]=[CH:13][CH:12]=2)[C:8]([CH2:7][CH:4]2[CH2:5][CH2:6][N:1]([C:24]([O:23][C:20]([CH3:22])([CH3:21])[CH3:19])=[O:25])[CH2:2][CH2:3]2)=[CH:9]1. Given the reactants [NH:1]1[CH2:6][CH2:5][CH:4]([CH2:7][C:8]2[C:16]3[C:11](=[CH:12][CH:13]=[CH:14][CH:15]=3)[NH:10][CH:9]=2)[CH2:3][CH2:2]1.[OH-].[Na+].[CH3:19][C:20]([O:23][C:24](O[C:24]([O:23][C:20]([CH3:22])([CH3:21])[CH3:19])=[O:25])=[O:25])([CH3:22])[CH3:21], predict the reaction product.